The task is: Regression. Given a peptide amino acid sequence and an MHC pseudo amino acid sequence, predict their binding affinity value. This is MHC class II binding data.. This data is from Peptide-MHC class II binding affinity with 134,281 pairs from IEDB. (1) The peptide sequence is AVWGKNSCAKNYNCK. The MHC is HLA-DQA10101-DQB10501 with pseudo-sequence HLA-DQA10101-DQB10501. The binding affinity (normalized) is 0.0583. (2) The binding affinity (normalized) is 0.245. The MHC is HLA-DPA10103-DPB10401 with pseudo-sequence HLA-DPA10103-DPB10401. The peptide sequence is PEGLLWLLLTGKVPT. (3) The peptide sequence is SNLLRAIEAQQHLLQLTVWGIKQL. The MHC is DRB1_0301 with pseudo-sequence DRB1_0301. The binding affinity (normalized) is 0.520. (4) The peptide sequence is KPAAAATATATSAVG. The MHC is DRB1_0301 with pseudo-sequence DRB1_0301. The binding affinity (normalized) is 0. (5) The peptide sequence is LIDVSGITLKQATTA. The MHC is DRB1_1101 with pseudo-sequence DRB1_1101. The binding affinity (normalized) is 0.136. (6) The binding affinity (normalized) is 0. The peptide sequence is GVLAGLAFQEMENFL. The MHC is HLA-DQA10303-DQB10402 with pseudo-sequence HLA-DQA10303-DQB10402. (7) The peptide sequence is AAATAGTTVYGKFAA. The MHC is HLA-DPA10103-DPB10401 with pseudo-sequence HLA-DPA10103-DPB10401. The binding affinity (normalized) is 0.0427. (8) The peptide sequence is TPTISYQRSEEEKFP. The MHC is DRB1_0101 with pseudo-sequence DRB1_0101. The binding affinity (normalized) is 0.421.